This data is from Reaction yield outcomes from USPTO patents with 853,638 reactions. The task is: Predict the reaction yield, written as a fraction of the theoretical maximum amount of product (1.0 means a 100% yield; for example, 0.34 means a 34% yield). The catalyst is CO.O.C(#N)C. The reactants are [O:1]=[C:2]1[C:11]2[C:6](=[CH:7][CH:8]=[CH:9][N:10]=2)[N:5]([CH2:12][C:13]2[CH:18]=[CH:17][CH:16]=[CH:15][C:14]=2[C:19]2[CH:24]=[CH:23][CH:22]=[C:21]([C:25]([F:28])([F:27])[F:26])[CH:20]=2)[CH:4]=[C:3]1[C:29]([O:31]CC)=[O:30].O.[OH-].[Li+].CN(C)C=O. The product is [O:1]=[C:2]1[C:11]2[C:6](=[CH:7][CH:8]=[CH:9][N:10]=2)[N:5]([CH2:12][C:13]2[CH:18]=[CH:17][CH:16]=[CH:15][C:14]=2[C:19]2[CH:24]=[CH:23][CH:22]=[C:21]([C:25]([F:28])([F:27])[F:26])[CH:20]=2)[CH:4]=[C:3]1[C:29]([OH:31])=[O:30]. The yield is 0.550.